From a dataset of Retrosynthesis with 50K atom-mapped reactions and 10 reaction types from USPTO. Predict the reactants needed to synthesize the given product. (1) The reactants are: Nc1ccc(I)cc1.O=Cc1cccc(OC2CCCCO2)c1. Given the product Ic1ccc(NCc2cccc(OC3CCCCO3)c2)cc1, predict the reactants needed to synthesize it. (2) Given the product COc1ccc2c(c1)CCn1c-2cc(SCc2ccc(Oc3cccc(C(F)(F)F)c3)c(C#N)c2)nc1=O, predict the reactants needed to synthesize it. The reactants are: COc1ccc2c(c1)CCn1c-2cc(Cl)nc1=O.N#Cc1cc(CS)ccc1Oc1cccc(C(F)(F)F)c1. (3) Given the product CN(CCO)c1ccc(-c2ccc(Cl)c3c(NS(C)(=O)=O)nn(C)c23)c([C@@H](N)Cc2cc(F)cc(F)c2)n1, predict the reactants needed to synthesize it. The reactants are: CN(CCO)c1ccc(-c2ccc(Cl)c3c(NS(C)(=O)=O)nn(C)c23)c([C@H](Cc2cc(F)cc(F)c2)NC(=O)C(F)(F)F)n1. (4) Given the product CCOC(=O)c1cc2c(C)ccc(OCCOS(C)(=O)=O)c2[nH]1, predict the reactants needed to synthesize it. The reactants are: CCOC(=O)c1cc2c(C)ccc(OCCO)c2[nH]1.CS(=O)(=O)Cl. (5) Given the product Nc1ncnc2c1c(-c1cccc(OCC34CCC(CC3)O4)c1)cn2C1CC(CN2CCC2)C1, predict the reactants needed to synthesize it. The reactants are: C1CNC1.Nc1ncnc2c1c(-c1cccc(OCC34CCC(CC3)O4)c1)cn2C1CC(C=O)C1. (6) Given the product CCOC(=O)CCCc1nc(N2CCC(C(=O)NS(=O)(=O)Cc3ccccc3)CC2)c(C#N)cc1C(=O)OCC, predict the reactants needed to synthesize it. The reactants are: CCOC(=O)CCCc1nc(Cl)c(C#N)cc1C(=O)OCC.O=C(NS(=O)(=O)Cc1ccccc1)C1CCNCC1. (7) The reactants are: C#CCn1nc(-c2ccc(Cl)cc2)n(C[C@H](O)C(F)(F)F)c1=O.[N-]=[N+]=Nc1cccc(Cl)c1Cl. Given the product O=c1n(Cc2cn(-c3cccc(Cl)c3Cl)nn2)nc(-c2ccc(Cl)cc2)n1C[C@H](O)C(F)(F)F, predict the reactants needed to synthesize it. (8) Given the product COc1ccc2c(c1)C(=O)NCC2, predict the reactants needed to synthesize it. The reactants are: COc1ccc2c(c1)C(=O)CC2.NO.